This data is from NCI-60 drug combinations with 297,098 pairs across 59 cell lines. The task is: Regression. Given two drug SMILES strings and cell line genomic features, predict the synergy score measuring deviation from expected non-interaction effect. (1) Drug 1: CC12CCC(CC1=CCC3C2CCC4(C3CC=C4C5=CN=CC=C5)C)O. Drug 2: CC1=C2C(C(=O)C3(C(CC4C(C3C(C(C2(C)C)(CC1OC(=O)C(C(C5=CC=CC=C5)NC(=O)C6=CC=CC=C6)O)O)OC(=O)C7=CC=CC=C7)(CO4)OC(=O)C)O)C)OC(=O)C. Cell line: SN12C. Synergy scores: CSS=51.7, Synergy_ZIP=11.4, Synergy_Bliss=11.4, Synergy_Loewe=-23.1, Synergy_HSA=12.0. (2) Drug 1: CC1CCC2CC(C(=CC=CC=CC(CC(C(=O)C(C(C(=CC(C(=O)CC(OC(=O)C3CCCCN3C(=O)C(=O)C1(O2)O)C(C)CC4CCC(C(C4)OC)OCCO)C)C)O)OC)C)C)C)OC. Drug 2: B(C(CC(C)C)NC(=O)C(CC1=CC=CC=C1)NC(=O)C2=NC=CN=C2)(O)O. Cell line: T-47D. Synergy scores: CSS=23.5, Synergy_ZIP=-3.66, Synergy_Bliss=-1.31, Synergy_Loewe=-2.16, Synergy_HSA=0.707. (3) Synergy scores: CSS=50.6, Synergy_ZIP=1.69, Synergy_Bliss=1.01, Synergy_Loewe=7.33, Synergy_HSA=8.07. Drug 1: CC1=C(N=C(N=C1N)C(CC(=O)N)NCC(C(=O)N)N)C(=O)NC(C(C2=CN=CN2)OC3C(C(C(C(O3)CO)O)O)OC4C(C(C(C(O4)CO)O)OC(=O)N)O)C(=O)NC(C)C(C(C)C(=O)NC(C(C)O)C(=O)NCCC5=NC(=CS5)C6=NC(=CS6)C(=O)NCCC[S+](C)C)O. Cell line: SW-620. Drug 2: C1CCC(C(C1)N)N.C(=O)(C(=O)[O-])[O-].[Pt+4]. (4) Drug 1: C1CC(CNC1)C2=CC=C(C=C2)N3C=C4C=CC=C(C4=N3)C(=O)N. Drug 2: CC1=C(C(=CC=C1)Cl)NC(=O)C2=CN=C(S2)NC3=CC(=NC(=N3)C)N4CCN(CC4)CCO. Cell line: NCI-H460. Synergy scores: CSS=6.54, Synergy_ZIP=-1.10, Synergy_Bliss=0.181, Synergy_Loewe=5.01, Synergy_HSA=5.15. (5) Cell line: T-47D. Synergy scores: CSS=6.70, Synergy_ZIP=-5.93, Synergy_Bliss=-9.90, Synergy_Loewe=-5.37, Synergy_HSA=-5.11. Drug 2: CC1=C(N=C(N=C1N)C(CC(=O)N)NCC(C(=O)N)N)C(=O)NC(C(C2=CN=CN2)OC3C(C(C(C(O3)CO)O)O)OC4C(C(C(C(O4)CO)O)OC(=O)N)O)C(=O)NC(C)C(C(C)C(=O)NC(C(C)O)C(=O)NCCC5=NC(=CS5)C6=NC(=CS6)C(=O)NCCC[S+](C)C)O. Drug 1: CS(=O)(=O)CCNCC1=CC=C(O1)C2=CC3=C(C=C2)N=CN=C3NC4=CC(=C(C=C4)OCC5=CC(=CC=C5)F)Cl. (6) Drug 1: CCC(=C(C1=CC=CC=C1)C2=CC=C(C=C2)OCCN(C)C)C3=CC=CC=C3.C(C(=O)O)C(CC(=O)O)(C(=O)O)O. Drug 2: N.N.Cl[Pt+2]Cl. Cell line: OVCAR-4. Synergy scores: CSS=32.2, Synergy_ZIP=0.337, Synergy_Bliss=1.62, Synergy_Loewe=-22.6, Synergy_HSA=1.38. (7) Drug 1: C1CC(=O)NC(=O)C1N2CC3=C(C2=O)C=CC=C3N. Drug 2: CC1CCC2CC(C(=CC=CC=CC(CC(C(=O)C(C(C(=CC(C(=O)CC(OC(=O)C3CCCCN3C(=O)C(=O)C1(O2)O)C(C)CC4CCC(C(C4)OC)O)C)C)O)OC)C)C)C)OC. Cell line: A498. Synergy scores: CSS=18.5, Synergy_ZIP=-8.31, Synergy_Bliss=-2.89, Synergy_Loewe=-7.06, Synergy_HSA=-0.0701.